This data is from Forward reaction prediction with 1.9M reactions from USPTO patents (1976-2016). The task is: Predict the product of the given reaction. (1) Given the reactants [C:1]1([Mg]Br)[CH:6]=[CH:5][CH:4]=[CH:3][CH:2]=1.C(OCC)C.CON(C)[C:17]([C@H:19]1[CH2:24][CH2:23][CH2:22][N:21]([C:25]([O:27][C:28]([CH3:31])([CH3:30])[CH3:29])=[O:26])[CH2:20]1)=[O:18], predict the reaction product. The product is: [C:28]([O:27][C:25]([N:21]1[CH2:22][CH2:23][CH2:24][C@H:19]([C:17](=[O:18])[C:1]2[CH:6]=[CH:5][CH:4]=[CH:3][CH:2]=2)[CH2:20]1)=[O:26])([CH3:31])([CH3:30])[CH3:29]. (2) Given the reactants [CH2:1]([O:8][C:9]([N:11]1[CH2:15][CH2:14][CH2:13][CH:12]1[C:16]([NH:18][C:19]([NH2:24])=[N:20][C:21](=[O:23])[CH3:22])=[S:17])=[O:10])[C:2]1[CH:7]=[CH:6][CH:5]=[CH:4][CH:3]=1.[Br:25]Br, predict the reaction product. The product is: [BrH:25].[CH2:1]([O:8][C:9]([N:11]1[CH2:15][CH2:14][CH2:13][CH:12]1[C:16]1[S:17][N:24]=[C:19]([NH:20][C:21](=[O:23])[CH3:22])[N:18]=1)=[O:10])[C:2]1[CH:3]=[CH:4][CH:5]=[CH:6][CH:7]=1. (3) Given the reactants [C:1]12([NH:11][CH2:12][C:13]3[CH:14]=[C:15](/[CH:19]=[CH:20]/[C:21](O)=[O:22])[N:16]([CH3:18])[CH:17]=3)[CH2:10][CH:5]3[CH2:6][CH:7]([CH2:9][CH:3]([CH2:4]3)[CH2:2]1)[CH2:8]2.CCN=C=NCCCN(C)C.[CH:35]1[CH:36]=[CH:37][C:38]2[N:43](O)N=[N:41][C:39]=2[CH:40]=1.C1(N)C=CC=CC=1N.C(N(CC)CC)C, predict the reaction product. The product is: [NH2:41][C:39]1[CH:40]=[CH:35][CH:36]=[CH:37][C:38]=1[NH:43][C:21](=[O:22])/[CH:20]=[CH:19]/[C:15]1[N:16]([CH3:18])[CH:17]=[C:13]([CH2:12][NH:11][C:1]23[CH2:10][CH:5]4[CH2:6][CH:7]([CH2:9][CH:3]([CH2:4]4)[CH2:2]2)[CH2:8]3)[CH:14]=1. (4) Given the reactants [NH2:1][C@@H:2]([CH2:5][C@H:6]1[CH2:11][CH2:10][CH2:9][O:8][CH2:7]1)[CH2:3][OH:4].C([O-])([O-])=O.[K+].[K+].[C:18](Cl)([O:20][CH2:21][C:22]1[CH:27]=[CH:26][CH:25]=[CH:24][CH:23]=1)=[O:19], predict the reaction product. The product is: [OH:4][CH2:3][C@@H:2]([NH:1][C:18](=[O:19])[O:20][CH2:21][C:22]1[CH:27]=[CH:26][CH:25]=[CH:24][CH:23]=1)[CH2:5][C@H:6]1[CH2:11][CH2:10][CH2:9][O:8][CH2:7]1. (5) Given the reactants [C:1]1([C:7]#[C:8][C:9]2[N:14]=[C:13]([C:15]([OH:17])=O)[CH:12]=[CH:11][CH:10]=2)[CH:6]=[CH:5][CH:4]=[CH:3][CH:2]=1.CN(C(ON1N=NC2C=CC=CC1=2)=[N+](C)C)C.F[P-](F)(F)(F)(F)F.[NH:42]1[CH:46]=[CH:45][N:44]=[C:43]1[NH:47][C:48]([C:50]1[C:58]2[NH:57][C:56]([NH2:59])=[N:55][C:54]=2[CH:53]=[CH:52][CH:51]=1)=[O:49].C([O-])(O)=O.[Na+], predict the reaction product. The product is: [NH:44]1[CH:45]=[CH:46][N:42]=[C:43]1[NH:47][C:48]([C:50]1[C:58]2[N:57]=[C:56]([NH:59][C:15]([C:13]3[CH:12]=[CH:11][CH:10]=[C:9]([C:8]#[C:7][C:1]4[CH:2]=[CH:3][CH:4]=[CH:5][CH:6]=4)[N:14]=3)=[O:17])[NH:55][C:54]=2[CH:53]=[CH:52][CH:51]=1)=[O:49]. (6) Given the reactants [O:1]1[C:6]2=[CH:7][C:8]3[C:9](=[O:15])[C:10](=[O:14])[NH:11][C:12]=3[CH:13]=[C:5]2[O:4][CH2:3][CH2:2]1.Br[C:17]1C=CC=C2C=1C(=O)C(=O)N2, predict the reaction product. The product is: [CH3:17][N:11]1[C:12]2[CH:13]=[C:5]3[O:4][CH2:3][CH2:2][O:1][C:6]3=[CH:7][C:8]=2[C:9](=[O:15])[C:10]1=[O:14]. (7) The product is: [Cl:21][C:14]1[CH:15]=[CH:16][C:17]2[C:18](=[O:19])[NH:1][C:2]3[CH:3]=[C:4]([C:5]([OH:7])=[O:6])[CH:8]=[CH:9][C:10]=3[S:11][C:12]=2[CH:13]=1. Given the reactants [NH2:1][C:2]1[CH:3]=[C:4]([CH:8]=[CH:9][C:10]=1[S:11][C:12]1[C:17]([C:18](O)=[O:19])=[CH:16][CH:15]=[C:14]([Cl:21])[CH:13]=1)[C:5]([OH:7])=[O:6].Cl.O, predict the reaction product. (8) Given the reactants [F:1][C:2]([F:7])([F:6])[C:3]([OH:5])=[O:4].[F:8][C:9]([F:14])([F:13])[C:10]([OH:12])=[O:11].FC(F)(F)C(O)=O.[Cl:22][C:23]1[CH:24]=[N:25][C:26]2[NH:27][C:28]3[CH:29]=[N:30][CH:31]=[C:32]([CH:54]=3)[CH2:33][CH2:34][C:35]3[CH:43]=[C:39]([NH:40][C:41]=1[N:42]=2)[CH:38]=[CH:37][C:36]=3[NH:44][C:45](=[O:53])[CH2:46][CH:47]1[CH2:52][CH2:51][NH:50][CH2:49][CH2:48]1.[CH3:55][N:56]1[C:60]([C:61](Cl)=[O:62])=[CH:59][N:58]=[CH:57]1, predict the reaction product. The product is: [F:1][C:2]([F:7])([F:6])[C:3]([OH:5])=[O:4].[F:8][C:9]([F:14])([F:13])[C:10]([OH:12])=[O:11].[Cl:22][C:23]1[CH:24]=[N:25][C:26]2[NH:27][C:28]3[CH:29]=[N:30][CH:31]=[C:32]([CH:54]=3)[CH2:33][CH2:34][C:35]3[CH:43]=[C:39]([NH:40][C:41]=1[N:42]=2)[CH:38]=[CH:37][C:36]=3[NH:44][C:45](=[O:53])[CH2:46][CH:47]1[CH2:52][CH2:51][N:50]([C:61]([C:60]2[N:56]([CH3:55])[CH:57]=[N:58][CH:59]=2)=[O:62])[CH2:49][CH2:48]1.